From a dataset of Full USPTO retrosynthesis dataset with 1.9M reactions from patents (1976-2016). Predict the reactants needed to synthesize the given product. Given the product [Cl:16][C:17]1[CH:22]=[CH:21][C:20]([CH2:23][CH:12]2[CH2:13][CH2:14][N:10]([CH3:9])[C:11]2=[O:15])=[CH:19][N:18]=1, predict the reactants needed to synthesize it. The reactants are: C([N-]C(C)C)(C)C.[Li+].[CH3:9][N:10]1[CH2:14][CH2:13][CH2:12][C:11]1=[O:15].[Cl:16][C:17]1[CH:22]=[CH:21][C:20]([CH2:23]Cl)=[CH:19][N:18]=1.CO.